From a dataset of Forward reaction prediction with 1.9M reactions from USPTO patents (1976-2016). Predict the product of the given reaction. The product is: [CH2:1]([O:3][C:4]([C:6]1([CH2:12][NH:13][C:17]2[O:18][C:19]3[CH:25]=[C:24]([O:26][C:27]4[CH:32]=[CH:31][N:30]=[C:29]([C:33](=[O:34])[NH:35][CH3:36])[CH:28]=4)[CH:23]=[CH:22][C:20]=3[N:21]=2)[CH2:11][CH2:10][CH2:9][CH2:8][CH2:7]1)=[O:5])[CH3:2]. Given the reactants [CH2:1]([O:3][C:4]([C:6]1([CH2:12][NH2:13])[CH2:11][CH2:10][CH2:9][CH2:8][CH2:7]1)=[O:5])[CH3:2].CS([C:17]1[O:18][C:19]2[CH:25]=[C:24]([O:26][C:27]3[CH:32]=[CH:31][N:30]=[C:29]([C:33]([NH:35][CH3:36])=[O:34])[CH:28]=3)[CH:23]=[CH:22][C:20]=2[N:21]=1)=O, predict the reaction product.